From a dataset of Forward reaction prediction with 1.9M reactions from USPTO patents (1976-2016). Predict the product of the given reaction. (1) Given the reactants [NH2:1][CH2:2][C@@H:3]1[C@@H:8]([C:9](OCC)=[O:10])[C@H:7]([C:14]2[CH:19]=[CH:18][C:17]([F:20])=[CH:16][CH:15]=2)[C@@H:6]([O:21][C@@H:22]([C:24]2[CH:29]=[C:28]([C:30]([F:33])([F:32])[F:31])[CH:27]=[C:26]([C:34]([F:37])([F:36])[F:35])[CH:25]=2)[CH3:23])[CH2:5][CH2:4]1.[C:38]1(=O)[CH2:42][CH2:41][C:40](=[O:43])[CH2:39]1.CC1C=CC(S(O)(=O)=O)=CC=1, predict the reaction product. The product is: [F:31][C:30]([F:32])([F:33])[C:28]1[CH:29]=[C:24]([C@H:22]([O:21][C@H:6]2[CH2:5][CH2:4][C@H:3]([CH2:2][NH:1][C:38]3[CH2:42][CH2:41][C:40](=[O:43])[CH:39]=3)[C@@H:8]([CH2:9][OH:10])[C@@H:7]2[C:14]2[CH:19]=[CH:18][C:17]([F:20])=[CH:16][CH:15]=2)[CH3:23])[CH:25]=[C:26]([C:34]([F:36])([F:37])[F:35])[CH:27]=1. (2) Given the reactants [CH2:1]1[O:5][C:4]2[CH:6]=[C:7]([OH:10])[CH:8]=[CH:9][C:3]=2[O:2]1.[OH-].C([N+](CCCC)(CCCC)CCCC)CCC.[F:29][C:30]1[CH:35]=[CH:34][C:33]([CH:36]2[CH2:41][CH2:40][N:39]([CH3:42])[CH2:38][CH:37]2[CH2:43]Cl)=[CH:32][CH:31]=1, predict the reaction product. The product is: [CH3:42][N:39]1[CH2:38][C@@H:37]([CH2:43][O:10][C:7]2[CH:8]=[CH:9][C:3]3[O:2][CH2:1][O:5][C:4]=3[CH:6]=2)[C@H:36]([C:33]2[CH:32]=[CH:31][C:30]([F:29])=[CH:35][CH:34]=2)[CH2:41][CH2:40]1. (3) Given the reactants [Br:1][C:2]1[CH:3]=[CH:4][C:5]([C:13]([O:15]C)=[O:14])=[N:6][C:7]=1[S:8]([CH:10]([CH3:12])[CH3:11])=[O:9].O.[OH-].[Li+].Cl.O1CCOCC1, predict the reaction product. The product is: [Br:1][C:2]1[CH:3]=[CH:4][C:5]([C:13]([OH:15])=[O:14])=[N:6][C:7]=1[S:8]([CH:10]([CH3:12])[CH3:11])=[O:9]. (4) Given the reactants [Cl:1][C:2]1[CH:3]=[N:4][CH:5]=[C:6]([Cl:20])[C:7]=1[S:8][C:9]1[S:13][C:12]([C:14](Cl)=[O:15])=[CH:11][C:10]=1[N+:17]([O-:19])=[O:18].[Br:21][C:22]1[CH:28]=[CH:27][C:25]([NH2:26])=[CH:24][CH:23]=1, predict the reaction product. The product is: [Br:21][C:22]1[CH:28]=[CH:27][C:25]([NH:26][C:14]([C:12]2[S:13][C:9]([S:8][C:7]3[C:2]([Cl:1])=[CH:3][N:4]=[CH:5][C:6]=3[Cl:20])=[C:10]([N+:17]([O-:19])=[O:18])[CH:11]=2)=[O:15])=[CH:24][CH:23]=1. (5) Given the reactants [I:1][CH2:2][C:3](Cl)=[O:4].[OH:6][C:7]1[C:20]2[C:19](=[O:21])[C:18]3[C:13](=[CH:14][CH:15]=[CH:16][C:17]=3[OH:22])[C:12](=[O:23])[C:11]=2[CH:10]=[C:9]([NH2:24])[CH:8]=1.C(Cl)Cl.CO, predict the reaction product. The product is: [OH:6][C:7]1[C:20]2[C:19](=[O:21])[C:18]3[C:13](=[CH:14][CH:15]=[CH:16][C:17]=3[OH:22])[C:12](=[O:23])[C:11]=2[CH:10]=[C:9]([NH:24][C:3](=[O:4])[CH2:2][I:1])[CH:8]=1. (6) Given the reactants [C:1]1([CH3:11])[CH:6]=[CH:5][C:4]([S:7](Cl)(=[O:9])=[O:8])=[CH:3][CH:2]=1.[N:12]1([CH2:18][CH2:19][CH2:20][OH:21])[CH2:17][CH2:16][CH2:15][CH2:14][CH2:13]1.C(N(CC)CC)C, predict the reaction product. The product is: [N:12]1([CH2:18][CH2:19][CH2:20][O:21][S:7]([C:4]2[CH:5]=[CH:6][C:1]([CH3:11])=[CH:2][CH:3]=2)(=[O:9])=[O:8])[CH2:17][CH2:16][CH2:15][CH2:14][CH2:13]1. (7) Given the reactants [O:1]1[CH:5]=[CH:4][CH2:3][CH:2]1[C:6]1[C:7]([O:12][C:13]2[CH:18]=[CH:17][C:16]([NH:19][C:20]3[CH:25]=[CH:24][CH:23]=[CH:22][N:21]=3)=[CH:15][CH:14]=2)=[N:8][CH:9]=[CH:10][CH:11]=1, predict the reaction product. The product is: [O:1]1[CH2:5][CH2:4][CH2:3][CH:2]1[C:6]1[C:7]([O:12][C:13]2[CH:18]=[CH:17][C:16]([NH:19][C:20]3[CH:25]=[CH:24][CH:23]=[CH:22][N:21]=3)=[CH:15][CH:14]=2)=[N:8][CH:9]=[CH:10][CH:11]=1.